Dataset: Reaction yield outcomes from USPTO patents with 853,638 reactions. Task: Predict the reaction yield, written as a fraction of the theoretical maximum amount of product (1.0 means a 100% yield; for example, 0.34 means a 34% yield). The reactants are C([O:4][C@@H:5]1[CH2:10][CH2:9][N:8]([C:11]([O:13][C:14]([CH3:17])([CH3:16])[CH3:15])=[O:12])[C@@H:7]([C:18]2[CH:23]=[CH:22][C:21]([F:24])=[CH:20][CH:19]=2)[CH2:6]1)(=O)C.C(=O)([O-])[O-].[K+].[K+]. The catalyst is CO.O.C(OCC)(=O)C. The product is [F:24][C:21]1[CH:20]=[CH:19][C:18]([C@H:7]2[CH2:6][C@H:5]([OH:4])[CH2:10][CH2:9][N:8]2[C:11]([O:13][C:14]([CH3:17])([CH3:16])[CH3:15])=[O:12])=[CH:23][CH:22]=1. The yield is 0.990.